This data is from Catalyst prediction with 721,799 reactions and 888 catalyst types from USPTO. The task is: Predict which catalyst facilitates the given reaction. (1) Reactant: [F:1][C:2]([F:29])([F:28])[C:3]1[CH:8]=[CH:7][C:6]([C:9]2[C:18]3[C:13](=[CH:14][C:15]([O:21][CH3:22])=[C:16]([O:19][CH3:20])[CH:17]=3)[C:12]([OH:23])=[CH:11][C:10]=2[C:24]([CH3:27])([CH3:26])O)=[CH:5][CH:4]=1.COC1C=C(C2C3C(=CC(C(F)(F)F)=CC=3)C(O)=CC=2C(C)(C)O)C=CC=1OC.C(C1C=CC=CC=1S(O)(=O)=O)CCCCCCCCCCC. Product: [CH3:20][O:19][C:16]1[C:15]([O:21][CH3:22])=[CH:14][C:13]2[C:12]([OH:23])=[CH:11][C:10]3[C:24]([CH3:27])([CH3:26])[C:5]4[CH:4]=[C:3]([C:2]([F:1])([F:29])[F:28])[CH:8]=[CH:7][C:6]=4[C:9]=3[C:18]=2[CH:17]=1. The catalyst class is: 11. (2) Reactant: [CH3:1][C:2]1[N:7]=[CH:6][N:5]=[C:4]([NH2:8])[CH:3]=1.C[Al](C)C.[F:13][C:14]1[CH:19]=[CH:18][C:17]([N:20]2[C:24]([CH3:25])=[C:23]([C:26](OC)=[O:27])[N:22]=[N:21]2)=[CH:16][CH:15]=1. Product: [F:13][C:14]1[CH:15]=[CH:16][C:17]([N:20]2[C:24]([CH3:25])=[C:23]([C:26]([NH:8][C:4]3[CH:3]=[C:2]([CH3:1])[N:7]=[CH:6][N:5]=3)=[O:27])[N:22]=[N:21]2)=[CH:18][CH:19]=1. The catalyst class is: 12. (3) Reactant: [NH2:1][C:2]1[C:7]([C:8]([NH:10][CH2:11][C:12]2[CH:17]=[CH:16][C:15]([O-:18])=[CH:14][CH:13]=2)=[O:9])=[CH:6][CH:5]=[CH:4][N:3]=1.[Na+].[CH2:20](I)[CH3:21].C(=O)([O-])[O-].[Cs+].[Cs+].CN(C=O)C. Product: [CH2:20]([O:18][C:15]1[CH:14]=[CH:13][C:12]([CH2:11][NH:10][C:8](=[O:9])[C:7]2[CH:6]=[CH:5][CH:4]=[N:3][C:2]=2[NH2:1])=[CH:17][CH:16]=1)[CH3:21]. The catalyst class is: 6. (4) Reactant: [C:1]([O:5][C:6]([N:8]1[CH2:16][CH:15]2[CH:10]([CH2:11][CH2:12][CH2:13][CH2:14]2)[CH:9]1[C:17](=[NH:20])[NH:18][OH:19])=[O:7])([CH3:4])([CH3:3])[CH3:2].[C:21](C1NC=CN=1)(C1NC=CN=1)=[O:22]. Product: [C:1]([O:5][C:6]([N:8]1[CH2:16][CH:15]2[CH:10]([CH2:11][CH2:12][CH2:13][CH2:14]2)[CH:9]1[C:17]1[NH:20][C:21](=[O:22])[O:19][N:18]=1)=[O:7])([CH3:4])([CH3:2])[CH3:3]. The catalyst class is: 7. (5) Reactant: [CH3:1][C:2]1[C:3]([NH:8][C:9](=O)OC(C)(C)C)=[N:4][CH:5]=[CH:6][CH:7]=1.[CH2:16]([Li])[CH2:17][CH2:18][CH3:19].CN(OC)C(C1CCC1)=O.Cl. Product: [CH:16]1([C:9]2[NH:8][C:3]3=[N:4][CH:5]=[CH:6][CH:7]=[C:2]3[CH:1]=2)[CH2:19][CH2:18][CH2:17]1. The catalyst class is: 7.